Dataset: Peptide-MHC class I binding affinity with 185,985 pairs from IEDB/IMGT. Task: Regression. Given a peptide amino acid sequence and an MHC pseudo amino acid sequence, predict their binding affinity value. This is MHC class I binding data. (1) The peptide sequence is IRQLIRLLTWL. The MHC is HLA-B27:05 with pseudo-sequence HLA-B27:05. The binding affinity (normalized) is 0.456. (2) The peptide sequence is PFARLLNLS. The binding affinity (normalized) is 0.106. The MHC is HLA-A24:02 with pseudo-sequence HLA-A24:02. (3) The binding affinity (normalized) is 0. The MHC is HLA-A03:01 with pseudo-sequence HLA-A03:01. The peptide sequence is TAVAKCNVNH. (4) The peptide sequence is LLTEVETYV. The MHC is HLA-A03:01 with pseudo-sequence HLA-A03:01. The binding affinity (normalized) is 0.0847.